Dataset: Forward reaction prediction with 1.9M reactions from USPTO patents (1976-2016). Task: Predict the product of the given reaction. (1) Given the reactants [CH3:1][C:2]1[C:3]([CH2:8][OH:9])=[N:4][CH:5]=[CH:6][CH:7]=1.S(Cl)(Cl)=O.[CH:14]1([NH:17][C:18](=[O:36])[C:19]2[CH:24]=[CH:23][C:22]([CH3:25])=[C:21]([NH:26][C:27](=[O:35])[C:28]3[CH:33]=[CH:32][C:31](O)=[CH:30][CH:29]=3)[CH:20]=2)[CH2:16][CH2:15]1.C(=O)([O-])[O-].[K+].[K+], predict the reaction product. The product is: [CH:14]1([NH:17][C:18](=[O:36])[C:19]2[CH:24]=[CH:23][C:22](=[CH2:25])[CH:21]([NH:26][C:27](=[O:35])[C:28]3[CH:29]=[CH:30][C:31]([O:9][CH2:8][C:3]4[C:2]([CH3:1])=[CH:7][CH:6]=[CH:5][N:4]=4)=[CH:32][CH:33]=3)[CH:20]=2)[CH2:15][CH2:16]1. (2) Given the reactants Br[C:2]1[CH:3]=[C:4]([C:16]([NH:18][CH2:19][C:20]2[C:21](=[O:28])[NH:22][C:23]([CH3:27])=[CH:24][C:25]=2[CH3:26])=[O:17])[C:5]2[CH:6]=[N:7][N:8]([CH:11]3[CH2:15][CH2:14][CH2:13][CH2:12]3)[C:9]=2[CH:10]=1.[CH:29]1([S:32]([OH:34])=[O:33])[CH2:31][CH2:30]1.CNCCNC.CNCCNC, predict the reaction product. The product is: [CH:11]1([N:8]2[C:9]3[CH:10]=[C:2]([S:32]([CH:29]4[CH2:31][CH2:30]4)(=[O:34])=[O:33])[CH:3]=[C:4]([C:16]([NH:18][CH2:19][C:20]4[C:21](=[O:28])[NH:22][C:23]([CH3:27])=[CH:24][C:25]=4[CH3:26])=[O:17])[C:5]=3[CH:6]=[N:7]2)[CH2:15][CH2:14][CH2:13][CH2:12]1. (3) The product is: [N:14]1[C:13]2[C:15]3[CH:23]=[CH:22][CH:21]=[CH:20][C:16]=3[O:17][CH2:18][CH2:19][C:12]=2[S:11][C:10]=1[NH:9][CH:6]1[CH2:7][CH2:8][CH:3]([CH2:2][NH:1][C:24](=[O:27])[CH2:25][CH3:26])[CH2:4][CH2:5]1. Given the reactants [NH2:1][CH2:2][CH:3]1[CH2:8][CH2:7][CH:6]([NH:9][C:10]2[S:11][C:12]3[CH2:19][CH2:18][O:17][C:16]4[CH:20]=[CH:21][CH:22]=[CH:23][C:15]=4[C:13]=3[N:14]=2)[CH2:5][CH2:4]1.[C:24](Cl)(=[O:27])[CH2:25][CH3:26].O, predict the reaction product.